From a dataset of Experimentally validated miRNA-target interactions with 360,000+ pairs, plus equal number of negative samples. Binary Classification. Given a miRNA mature sequence and a target amino acid sequence, predict their likelihood of interaction. (1) The miRNA is hsa-miR-512-3p with sequence AAGUGCUGUCAUAGCUGAGGUC. The protein sequence of the target gene is MGAEEEVLVTLSGGAPWGFRLHGGAEQRKPLQVSKIRRRSQAGRAGLRERDQLLAINGVSCTNLSHASAMSLIDASGNQLVLTVQRLADEGPVQSPSPHELQVLSPLSPLSPEPPGAPVPQPLQPGSLRSPPDSEAYYGETDSDADGPATQEKPRRPRRRGPTRPTPPGAPPDEVYLSDSPAEPAPTIPGPPSQGDSRVSSPSWEDGAALQPPPAEALLLPHGPLRPGPHLIPMVGPVPHPVAEDLTTTYTQKAKQAKLQRAESLQEKSIKEAKTKCRTIASLLTAAPNPHSKGVLMFKK.... Result: 1 (interaction). (2) The miRNA is hsa-miR-6736-5p with sequence CUGGGUGAGGGCAUCUGUGGU. The protein sequence of the target gene is MAAPGPASRFWCSCPEVPSATFFTALLSLLVSGPRLFLLQPPLAPSGLSLRSEALRNWQVYRLVTYIFVYENPVSLLCGAIIIWRFAGNFERTVGTVRHCFFTLIFTVFSAIIYLSFESVSSLSKLGEVEDARGFTPVAFAMLGVTSVRSRMRRALVFGVVVPSVLVPWLLLCASWLIPQTSFLSNVSGLLIGLSYGLTYCYSLDLSERVALKLDQKFPFSLMRRIPLFKYISGSSAERRAAQSRRLNPAPGSYPTQSCHPHLTPSYPVTQMQHASGQKLASWPPGHMPSLPPYQPASGL.... Result: 0 (no interaction). (3) The miRNA is hsa-miR-1180-3p with sequence UUUCCGGCUCGCGUGGGUGUGU. The protein sequence of the target gene is MDVCARLALWLLWGLLLHQGQSLSHSHSEKNTGASSGATSEESTEAEFCRIDKPLCHSEDEKLSFEAVRNIHKLMDDDANGDVDVEESDEFLREDLNYHDPTVKHSTFHGEDKLISVEDLWKAWKSSEVYNWTVDEVIQWLITYVELPQYEETFRKLQLTGHAMPRLAVTNTTMTGTVLKMTDRSHRQKLQLKALDTVLFGPPLLTRHNHLKDFMLVVSIVIGVGGCWFAYIQNRYSKEHMKKMMKDLEGLHRAEQSLHDLQERLHKAQEEHRTVEVEKVHLEKKLRDEINLAKQEAQRL.... Result: 0 (no interaction). (4) The miRNA is hsa-miR-1292-3p with sequence UCGCGCCCCGGCUCCCGUUC. The protein sequence of the target gene is MAAAAGDADDEPRSGHSSSEGECAVAPEPLTDAEGLFSFADFGSALGGGGAGLSGRASGGAQSPLRYLHVLWQQDAEPRDELRCKIPAGRLRRAARPHRRLGPTGKEVHALKRLRDSANANDVETVQQLLEDGADPCAADDKGRTALHFASCNGNDQIVQLLLDHGADPNQRDGLGNTPLHLAACTNHVPVITTLLRGGARVDALDRAGRTPLHLAKSKLNILQEGHAQCLEAVRLEVKQIIHMLREYLERLGQHEQRERLDDLCTRLQMTSTKEQVDEVTDLLASFTSLSLQMQSMEKR.... Result: 0 (no interaction). (5) The miRNA is mmu-miR-1905 with sequence CACCAGUCCCACCACGCGGUAG. The protein sequence of the target gene is MDQTQHPSKAAQPLRSEKTRHCDGFRIFLAALSFSYICKALGGVIMKSSITQIERRFDIPSSISGLIDGGFEIGNLLVIVFVSYFGSKLHRPKLIGTGCFIMGIGSILTALPHFFMGYYRYATENDISSLHNSTLTCLVNQTTSLTGTSPEIMEKGCEKGSNSYTWIYVLMGNMLRGIGETPIVPLGVSYIDDFAKEGNSSMYLGTLHTIAMIGPILGFIMSSVFAKLYVDVGYVDLRSVRITPQDARWVGAWWLGFIVNGLLCIICSIPFFFLPKIPKRSQKERKNSASLHVLKTDEDK.... Result: 0 (no interaction). (6) The miRNA is hsa-miR-6731-3p with sequence UCUAUUCCCCACUCUCCCCAG. The protein sequence of the target gene is MSGGLFYNPFLRPNKGLLKKPDKEYLRLIPKCFQTPGAAGVVDVRGPQPPLCFYQDSLTVVGGDEDGKGMWWRQRAQEGTARPEADTHGSPLDFHVYDILETVYTHEKCAVIPSDKQGYVVPCGIVIKLLGRRKADGASVCVNVFGQQAYFYASAPQGLDVEFAVLSALKASTFDRRTPCRVSVEKVTRRSIMGYGNHAGDYHKITLSHPNSVCHVATWLQDKHGCRIFEANVDATRRFVLDNDFVTFGWYSCRRAIPRLQHRDSYAELEYDCEVGDLSVRREDSSWPSYQALAFDIECL.... Result: 0 (no interaction).